Dataset: NCI-60 drug combinations with 297,098 pairs across 59 cell lines. Task: Regression. Given two drug SMILES strings and cell line genomic features, predict the synergy score measuring deviation from expected non-interaction effect. (1) Synergy scores: CSS=39.9, Synergy_ZIP=-3.15, Synergy_Bliss=-1.98, Synergy_Loewe=-17.7, Synergy_HSA=-1.21. Drug 1: CC1=C(C=C(C=C1)NC2=NC=CC(=N2)N(C)C3=CC4=NN(C(=C4C=C3)C)C)S(=O)(=O)N.Cl. Cell line: 786-0. Drug 2: C1=NC2=C(N1)C(=S)N=C(N2)N. (2) Drug 1: CN(C)N=NC1=C(NC=N1)C(=O)N. Drug 2: C1C(C(OC1N2C=NC3=C(N=C(N=C32)Cl)N)CO)O. Cell line: SK-MEL-5. Synergy scores: CSS=-0.474, Synergy_ZIP=-1.93, Synergy_Bliss=-3.16, Synergy_Loewe=-7.19, Synergy_HSA=-6.27. (3) Drug 1: CC1=C2C(C(=O)C3(C(CC4C(C3C(C(C2(C)C)(CC1OC(=O)C(C(C5=CC=CC=C5)NC(=O)OC(C)(C)C)O)O)OC(=O)C6=CC=CC=C6)(CO4)OC(=O)C)OC)C)OC. Drug 2: C1CC(=O)NC(=O)C1N2C(=O)C3=CC=CC=C3C2=O. Cell line: HCC-2998. Synergy scores: CSS=22.9, Synergy_ZIP=-7.35, Synergy_Bliss=-13.8, Synergy_Loewe=-51.5, Synergy_HSA=-14.2.